From a dataset of Forward reaction prediction with 1.9M reactions from USPTO patents (1976-2016). Predict the product of the given reaction. Given the reactants [C:1]([CH:4]1[C:9](=[O:10])[CH2:8][CH:7]([C:11]2[CH:16]=[CH:15][CH:14]=[CH:13][C:12]=2[F:17])[CH2:6][C:5]1=O)(=O)[CH3:2].[NH2:19][C:20]1[N:29]=C(C)C2C(=O)CC(C3C=CC(F)=CC=3)CC=2[N:21]=1, predict the reaction product. The product is: [NH2:29][C:20]1[N:21]=[C:1]([CH3:2])[C:4]2[C:9](=[O:10])[CH2:8][CH:7]([C:11]3[CH:16]=[CH:15][CH:14]=[CH:13][C:12]=3[F:17])[CH2:6][C:5]=2[N:19]=1.